From a dataset of Full USPTO retrosynthesis dataset with 1.9M reactions from patents (1976-2016). Predict the reactants needed to synthesize the given product. (1) The reactants are: [I:1][C:2]1[O:11][C:5]2[N:6]=[CH:7][NH:8][C:9](=O)[C:4]=2[C:3]=1[C:12]1[CH:17]=[CH:16][CH:15]=[CH:14][CH:13]=1.P(Cl)(Cl)([Cl:20])=O. Given the product [Cl:20][C:9]1[C:4]2[C:3]([C:12]3[CH:17]=[CH:16][CH:15]=[CH:14][CH:13]=3)=[C:2]([I:1])[O:11][C:5]=2[N:6]=[CH:7][N:8]=1, predict the reactants needed to synthesize it. (2) Given the product [F:1][C:2]1[C:7]([F:8])=[CH:6][C:5]([C:9]2[CH:14]=[CH:13][N:12]=[CH:11][C:10]=2[N:15]([CH2:16][C:17]([F:18])([F:19])[F:20])[C:28](=[O:29])[C:27]2[CH:31]=[C:32]([C:34]([F:35])([F:36])[F:37])[N:33]=[C:25]([C:24]([F:39])([F:23])[F:38])[CH:26]=2)=[C:4]([O:21][CH3:22])[CH:3]=1, predict the reactants needed to synthesize it. The reactants are: [F:1][C:2]1[C:7]([F:8])=[CH:6][C:5]([C:9]2[CH:14]=[CH:13][N:12]=[CH:11][C:10]=2[NH:15][CH2:16][C:17]([F:20])([F:19])[F:18])=[C:4]([O:21][CH3:22])[CH:3]=1.[F:23][C:24]([F:39])([F:38])[C:25]1[CH:26]=[C:27]([CH:31]=[C:32]([C:34]([F:37])([F:36])[F:35])[N:33]=1)[C:28](O)=[O:29]. (3) Given the product [F:23][C:24]([F:35])([F:34])[C:25]([N:13]([CH:9]1[CH2:8][CH2:7][C:6]2[C:11](=[CH:12][C:3]([O:2][CH3:1])=[CH:4][CH:5]=2)[CH2:10]1)[CH2:14][CH2:15][CH3:16])=[O:26], predict the reactants needed to synthesize it. The reactants are: [CH3:1][O:2][C:3]1[CH:12]=[C:11]2[C:6]([CH2:7][CH2:8][CH:9]([NH:13][CH2:14][CH2:15][CH3:16])[CH2:10]2)=[CH:5][CH:4]=1.N1C=CC=CC=1.[F:23][C:24]([F:35])([F:34])[C:25](O[C:25](=[O:26])[C:24]([F:35])([F:34])[F:23])=[O:26].Cl. (4) Given the product [CH2:38]([N:40]1[CH2:45][CH2:44][N:43]([C:21]2[N:20]=[C:19]([O:18][C:11]3[C:12]4[C:17](=[CH:16][CH:15]=[CH:14][CH:13]=4)[C:8]([NH:7][C:5](=[O:6])[C:4]4[CH:29]=[C:30]([N:32]5[CH2:37][CH2:36][O:35][CH2:34][CH2:33]5)[CH:31]=[C:2]([F:1])[CH:3]=4)=[CH:9][CH:10]=3)[CH:24]=[CH:23][N:22]=2)[CH2:42][CH2:41]1)[CH3:39], predict the reactants needed to synthesize it. The reactants are: [F:1][C:2]1[CH:3]=[C:4]([CH:29]=[C:30]([N:32]2[CH2:37][CH2:36][O:35][CH2:34][CH2:33]2)[CH:31]=1)[C:5]([NH:7][C:8]1[C:17]2[C:12](=[CH:13][CH:14]=[CH:15][CH:16]=2)[C:11]([O:18][C:19]2[CH:24]=[CH:23][N:22]=[C:21](S(C)(=O)=O)[N:20]=2)=[CH:10][CH:9]=1)=[O:6].[CH2:38]([N:40]1[CH2:45][CH2:44][NH:43][CH2:42][CH2:41]1)[CH3:39]. (5) Given the product [S:48]1[CH:52]=[CH:51][CH:50]=[C:49]1[O:32][CH2:33][C:34]1[C:39]([CH3:40])=[CH:38][CH:37]=[CH:36][C:35]=1[N:41]1[C:45](=[O:46])[N:44]([CH3:47])[N:43]=[N:42]1, predict the reactants needed to synthesize it. The reactants are: C1(P(C2C=CC=CC=2)C2C=CC=CC=2)C=CC=CC=1.N(C(OCC)=O)=NC(OCC)=O.[OH:32][CH2:33][C:34]1[C:39]([CH3:40])=[CH:38][CH:37]=[CH:36][C:35]=1[N:41]1[C:45](=[O:46])[N:44]([CH3:47])[N:43]=[N:42]1.[S:48]1[CH2:52][CH:51]=[CH:50][C:49]1=O.C(=O)(O)[O-].[Na+]. (6) Given the product [C:1]([N:12]1[CH2:13][CH2:14][CH:15]([NH:18][C:19](=[O:47])[C:20]2[CH:21]=[CH:22][C:23]([C:26]3([C:33]4[CH:38]=[CH:37][C:36]([O:39][CH2:40][C:41]5[CH:46]=[CH:45][CH:44]=[CH:43][N:42]=5)=[CH:35][CH:34]=4)[CH2:31][CH:30]4[CH2:32][CH:27]3[CH2:28][CH2:29]4)=[CH:24][CH:25]=2)[CH2:16][CH2:17]1)(=[O:3])[CH3:2], predict the reactants needed to synthesize it. The reactants are: [C:1](Cl)(=[O:3])[CH3:2].C(N(CC)CC)C.[NH:12]1[CH2:17][CH2:16][CH:15]([NH:18][C:19](=[O:47])[C:20]2[CH:25]=[CH:24][C:23]([C:26]3([C:33]4[CH:38]=[CH:37][C:36]([O:39][CH2:40][C:41]5[CH:46]=[CH:45][CH:44]=[CH:43][N:42]=5)=[CH:35][CH:34]=4)[CH2:31][CH:30]4[CH2:32][CH:27]3[CH2:28][CH2:29]4)=[CH:22][CH:21]=2)[CH2:14][CH2:13]1. (7) Given the product [Br:25][C:26]1[CH:34]=[CH:33][C:29]([C:30]([NH:63][C@@H:58]([C:52]2[CH:53]=[CH:54][C:55]([F:57])=[CH:56][C:51]=2[F:50])[C:59]([F:60])([F:62])[F:61])=[O:31])=[C:28]([NH:35][S:36]([C:39]2[C:40]3[N:41]=[CH:42][CH:43]=[N:44][C:45]=3[CH:46]=[CH:47][CH:48]=2)(=[O:37])=[O:38])[CH:27]=1, predict the reactants needed to synthesize it. The reactants are: CN(C(ON1N=NC2C=CC=NC1=2)=[N+](C)C)C.F[P-](F)(F)(F)(F)F.[Br:25][C:26]1[CH:34]=[CH:33][C:29]([C:30](O)=[O:31])=[C:28]([NH:35][S:36]([C:39]2[C:40]3[N:41]=[CH:42][CH:43]=[N:44][C:45]=3[CH:46]=[CH:47][CH:48]=2)(=[O:38])=[O:37])[CH:27]=1.Cl.[F:50][C:51]1[CH:56]=[C:55]([F:57])[CH:54]=[CH:53][C:52]=1[C@H:58]([NH2:63])[C:59]([F:62])([F:61])[F:60]. (8) Given the product [CH3:1][O:2][C:3](=[O:62])[NH:4][CH:5]([C:9]([N:11]1[CH2:15][CH2:14][CH2:13][CH:12]1[C:16]1[NH:17][C:18]([C:21]2[CH:30]=[CH:29][C:28]3[C:23](=[CH:24][CH:25]=[C:26]([C:31]4[CH:32]=[CH:33][C:34]([C:37]5[NH:38][C:39]([CH:42]6[CH2:46][CH:45]([O:67][CH3:63])[CH2:44][N:43]6[C:47](=[O:61])[CH:48]([NH:56][C:57]([O:59][CH3:60])=[O:58])[C:50]6[CH:55]=[CH:54][CH:53]=[CH:52][CH:51]=6)=[N:40][CH:41]=5)=[CH:35][CH:36]=4)[CH:27]=3)[CH:22]=2)=[CH:19][N:20]=1)=[O:10])[CH:6]([CH3:7])[CH3:8], predict the reactants needed to synthesize it. The reactants are: [CH3:1][O:2][C:3](=[O:62])[NH:4][CH:5]([C:9]([N:11]1[CH2:15][CH2:14][CH2:13][CH:12]1[C:16]1[NH:17][C:18]([C:21]2[CH:30]=[CH:29][C:28]3[C:23](=[CH:24][CH:25]=[C:26]([C:31]4[CH:36]=[CH:35][C:34]([C:37]5[NH:38][C:39]([CH:42]6[CH2:46][CH2:45][CH2:44][N:43]6[C:47](=[O:61])[C:48]([NH:56][C:57]([O:59][CH3:60])=[O:58])([C:50]6[CH:55]=[CH:54][CH:53]=[CH:52][CH:51]=6)C)=[N:40][CH:41]=5)=[CH:33][CH:32]=4)[CH:27]=3)[CH:22]=2)=[CH:19][N:20]=1)=[O:10])[CH:6]([CH3:8])[CH3:7].[C:63]([O:67]C(N1CCCC1C(O)=O)=O)(C)(C)C.COC(NC(C1C=CC=CC=1)C(O)=O)=O.COC(NC(C1C=CC=CC=1)(C)C(O)=O)=O.